Task: Predict which catalyst facilitates the given reaction.. Dataset: Catalyst prediction with 721,799 reactions and 888 catalyst types from USPTO (1) Reactant: [C:1](Cl)(=O)[C:2]([Cl:4])=[O:3].[C:7](O)(=O)[CH2:8][CH2:9][CH2:10][CH2:11][CH2:12][CH2:13][CH2:14][CH2:15][CH2:16][CH2:17][CH2:18][CH2:19][CH2:20][CH2:21][CH2:22][CH2:23][CH2:24]CC. Product: [C:2]([Cl:4])(=[O:3])[CH2:1][CH2:24][CH2:23][CH2:22][CH2:21][CH2:20][CH2:19][CH2:18][CH2:17][CH2:16][CH2:15][CH2:14][CH2:13][CH2:12][CH2:11][CH2:10][CH2:9][CH2:8][CH3:7]. The catalyst class is: 174. (2) Reactant: [O:1]1[CH2:5][CH:4]([OH:6])[CH:3]2[O:7][CH2:8][CH:9]([OH:10])[CH:2]12.[H-].[Na+].Br[CH2:14][CH2:15][O:16][CH2:17][C:18]1[CH:23]=[CH:22][CH:21]=[CH:20][CH:19]=1. Product: [CH2:17]([O:16][CH2:15][CH2:14][O:6][CH:4]1[CH:3]2[O:7][CH2:8][CH:9]([OH:10])[CH:2]2[O:1][CH2:5]1)[C:18]1[CH:23]=[CH:22][CH:21]=[CH:20][CH:19]=1. The catalyst class is: 3.